This data is from Forward reaction prediction with 1.9M reactions from USPTO patents (1976-2016). The task is: Predict the product of the given reaction. (1) Given the reactants [F:1][C:2]1[CH:3]=[C:4]([CH:32]=[CH:33][CH:34]=1)[CH2:5][O:6][C:7]1[CH:30]=[CH:29][C:10]([NH:11][C:12]2[C:21]3[C:16](=[CH:17][CH:18]=[C:19]([C:22]4[O:26][C:25](C=O)=[CH:24][CH:23]=4)[CH:20]=3)[N:15]=[CH:14][N:13]=2)=[CH:9][C:8]=1[Cl:31].Cl.C([S:39]([CH2:42][CH2:43][NH2:44])(=[O:41])=[O:40])(C)C.[CH3:45]CN(CC)CC.[BH4-].[Na+].[CH2:54]1[CH2:58]OC[CH2:55]1.CO, predict the reaction product. The product is: [F:1][C:2]1[CH:3]=[C:4]([CH:32]=[CH:33][CH:34]=1)[CH2:5][O:6][C:7]1[CH:30]=[CH:29][C:10]([NH:11][C:12]2[C:21]3[C:16](=[CH:17][CH:18]=[C:19]([C:22]4([CH2:45][NH:44][CH2:43][C:42](=[S:39](=[O:40])=[O:41])[CH:54]([CH3:58])[CH3:55])[CH2:23][CH:24]=[CH:25][O:26]4)[CH:20]=3)[N:15]=[CH:14][N:13]=2)=[CH:9][C:8]=1[Cl:31]. (2) Given the reactants [CH:1]([C:4]1[N:5]=[C:6]([C:12]2[CH:17]=[CH:16][C:15]([O:18][C:19]([F:22])([F:21])[F:20])=[CH:14][CH:13]=2)[O:7][C:8]=1[CH:9]([OH:11])[CH3:10])([CH3:3])[CH3:2].[CH3:23][O:24][C:25](=[O:36])[CH2:26][CH2:27][C:28]1[CH:33]=[CH:32][C:31](O)=[CH:30][C:29]=1[CH3:35].C(P(CCCC)CCCC)CCC.N(C(N1CCCCC1)=O)=NC(N1CCCCC1)=O, predict the reaction product. The product is: [CH3:23][O:24][C:25](=[O:36])[CH2:26][CH2:27][C:28]1[CH:33]=[CH:32][C:31]([O:11][CH:9]([C:8]2[O:7][C:6]([C:12]3[CH:17]=[CH:16][C:15]([O:18][C:19]([F:21])([F:22])[F:20])=[CH:14][CH:13]=3)=[N:5][C:4]=2[CH:1]([CH3:2])[CH3:3])[CH3:10])=[CH:30][C:29]=1[CH3:35]. (3) Given the reactants [CH3:1][O:2][C:3](=[O:10])[CH2:4][CH2:5][C:6]([CH2:8]Cl)=[O:7], predict the reaction product. The product is: [C:3]([OH:10])(=[O:2])[CH2:4][CH2:5][C:6]([CH3:8])=[O:7].[CH3:1][O:2][C:3](=[O:10])[CH2:4][CH2:5][C:6]([CH3:8])=[O:7]. (4) Given the reactants [OH:1][CH2:2][C@H:3]1[CH2:8][CH2:7][C@H:6]([CH2:9][N:10]([CH3:24])[S:11]([C:14]2[CH:19]=[CH:18][C:17]([C:20]([F:23])([F:22])[F:21])=[CH:16][CH:15]=2)(=[O:13])=[O:12])[CH2:5][CH2:4]1.[CH3:25][S:26](Cl)(=[O:28])=[O:27], predict the reaction product. The product is: [CH3:24][N:10]([CH2:9][C@H:6]1[CH2:7][CH2:8][C@H:3]([CH2:2][O:1][S:26]([CH3:25])(=[O:28])=[O:27])[CH2:4][CH2:5]1)[S:11]([C:14]1[CH:19]=[CH:18][C:17]([C:20]([F:23])([F:21])[F:22])=[CH:16][CH:15]=1)(=[O:13])=[O:12]. (5) Given the reactants [Cl:1][C:2]1[CH:3]=[C:4]([CH:9]=[CH:10][C:11]=1[C:12]#[N:13])[C:5]([O:7]C)=[O:6].[OH-].[Li+], predict the reaction product. The product is: [Cl:1][C:2]1[CH:3]=[C:4]([CH:9]=[CH:10][C:11]=1[C:12]#[N:13])[C:5]([OH:7])=[O:6]. (6) Given the reactants FC1C(I)=C(C(N2[C@@H:14]3[CH2:15]C[C@H]2[C@H:12]([NH:17][C:18]2N=CC(C(F)(F)F)=CN=2)[CH2:13]3)=O)C=CC=1.I[C:30]1[C:35]([CH3:36])=[CH:34][CH:33]=[CH:32][C:31]=1[C:37]([N:39]1[C@@H:43]2[CH2:44][CH2:45][C@H:40]1[C@H:41]([NH:46][C:47]1[N:52]=[CH:51][C:50]([C:53]([F:56])([F:55])[F:54])=[CH:49][N:48]=1)[CH2:42]2)=[O:38].C([Sn](CCCC)(CCCC)C1OC=CN=1)CCC.C([Sn](CCCC)(CCCC)C1C=CC=CN=1)CCC, predict the reaction product. The product is: [CH3:36][C:35]1[C:30]([C:12]2[CH:13]=[CH:14][CH:15]=[CH:18][N:17]=2)=[C:31]([C:37]([N:39]2[C@@H:43]3[CH2:44][CH2:45][C@H:40]2[C@H:41]([NH:46][C:47]2[N:52]=[CH:51][C:50]([C:53]([F:56])([F:55])[F:54])=[CH:49][N:48]=2)[CH2:42]3)=[O:38])[CH:32]=[CH:33][CH:34]=1.